From a dataset of Forward reaction prediction with 1.9M reactions from USPTO patents (1976-2016). Predict the product of the given reaction. (1) Given the reactants Cl[C:2]([O:4][CH3:5])=[O:3].[F:6][C:7]1[CH:12]=[C:11]([F:13])[CH:10]=[CH:9][C:8]=1[C:14]1[CH:19]=[CH:18]C(O)=[C:16]([C:21]([NH:23][C:24]2[CH:29]=[CH:28][CH:27]=[C:26]([O:30][CH3:31])[CH:25]=2)=[O:22])[CH:15]=1.Cl, predict the reaction product. The product is: [F:6][C:7]1[CH:12]=[C:11]([F:13])[CH:10]=[CH:9][C:8]=1[C:14]1[CH:19]=[CH:18][C:5]2[O:4][C:2](=[O:3])[N:23]([C:24]3[CH:29]=[CH:28][CH:27]=[C:26]([O:30][CH3:31])[CH:25]=3)[C:21](=[O:22])[C:16]=2[CH:15]=1. (2) The product is: [F:18][C:19]1[CH:24]=[CH:23][C:22]([C:2]2[CH:7]=[CH:6][C:5]([C:8]3([CH2:14][NH:15][CH:16]=[O:17])[CH2:13][CH2:12][CH2:11][CH2:10][CH2:9]3)=[CH:4][CH:3]=2)=[CH:21][CH:20]=1. Given the reactants Br[C:2]1[CH:7]=[CH:6][C:5]([C:8]2([CH2:14][NH:15][CH:16]=[O:17])[CH2:13][CH2:12][CH2:11][CH2:10][CH2:9]2)=[CH:4][CH:3]=1.[F:18][C:19]1[CH:24]=[CH:23][C:22](B(O)O)=[CH:21][CH:20]=1, predict the reaction product.